Dataset: Full USPTO retrosynthesis dataset with 1.9M reactions from patents (1976-2016). Task: Predict the reactants needed to synthesize the given product. (1) Given the product [CH2:13]([O:1][C:2]1[CH:3]=[CH:4][C:5]([CH2:8][CH2:9][CH2:22][CH2:23][OH:24])=[CH:6][CH:7]=1)[C:14]1[CH:19]=[CH:18][CH:17]=[CH:16][CH:15]=1, predict the reactants needed to synthesize it. The reactants are: [OH:1][C:2]1[CH:7]=[CH:6][C:5]([CH2:8][CH2:9]O)=[CH:4][CH:3]=1.[OH-].[K+].[CH2:13](Br)[C:14]1[CH:19]=[CH:18][CH:17]=[CH:16][CH:15]=1.C1C[O:24][CH2:23][CH2:22]1. (2) Given the product [CH3:2][O:3][C:4]1[CH:5]=[C:6]2[C:11](=[C:12]([N:14]3[CH2:15][CH2:16][N:17]([CH3:20])[CH2:18][CH2:19]3)[CH:13]=1)[O:10][CH:9]([C:21]([NH:40][C:37]1[CH:38]=[CH:39][C:34]([N:31]3[CH2:30][CH2:29][N:28]([C:26]([N:25]([CH3:41])[CH3:24])=[O:27])[CH2:33][CH2:32]3)=[CH:35][CH:36]=1)=[O:22])[CH2:8][CH2:7]2, predict the reactants needed to synthesize it. The reactants are: Cl.[CH3:2][O:3][C:4]1[CH:5]=[C:6]2[C:11](=[C:12]([N:14]3[CH2:19][CH2:18][N:17]([CH3:20])[CH2:16][CH2:15]3)[CH:13]=1)[O:10][CH:9]([C:21](O)=[O:22])[CH2:8][CH2:7]2.[CH3:24][N:25]([CH3:41])[C:26]([N:28]1[CH2:33][CH2:32][N:31]([C:34]2[CH:39]=[CH:38][C:37]([NH2:40])=[CH:36][CH:35]=2)[CH2:30][CH2:29]1)=[O:27]. (3) The reactants are: [CH2:1]([O:3][C:4](=[O:39])[CH2:5][C:6]1[CH:7]=[C:8]([C:14]2[CH:19]=[CH:18][C:17]([C:20]([F:23])([F:22])[F:21])=[CH:16][C:15]=2[CH2:24][N:25]([CH2:37][CH3:38])[C:26](=[N:34][C:35]#[N:36])OC2C=CC=CC=2)[C:9]([O:12][CH3:13])=[CH:10][CH:11]=1)[CH3:2].[NH2:40][CH2:41][CH:42]1[CH2:44][CH2:43]1. Given the product [CH2:1]([O:3][C:4](=[O:39])[CH2:5][C:6]1[CH:7]=[C:8]([C:14]2[CH:19]=[CH:18][C:17]([C:20]([F:22])([F:23])[F:21])=[CH:16][C:15]=2[CH2:24][N:25]([CH2:37][CH3:38])[C:26]([NH:34][C:35]#[N:36])=[N:40][CH2:41][CH:42]2[CH2:44][CH2:43]2)[C:9]([O:12][CH3:13])=[CH:10][CH:11]=1)[CH3:2], predict the reactants needed to synthesize it. (4) Given the product [F:1][C:2]1[CH:3]=[CH:4][C:5]([CH:8]([C:25]2[CH:26]=[CH:27][C:28]([F:31])=[CH:29][CH:30]=2)[CH2:9][CH2:10][N:11]2[CH2:12][CH2:13][CH:14]([NH:17][CH3:18])[CH2:15][CH2:16]2)=[CH:6][CH:7]=1, predict the reactants needed to synthesize it. The reactants are: [F:1][C:2]1[CH:7]=[CH:6][C:5]([CH:8]([C:25]2[CH:30]=[CH:29][C:28]([F:31])=[CH:27][CH:26]=2)[CH2:9][CH2:10][N:11]2[CH2:16][CH2:15][CH:14]([NH:17][C:18](OC(C)(C)C)=O)[CH2:13][CH2:12]2)=[CH:4][CH:3]=1.[H-].[H-].[H-].[H-].[Li+].[Al+3]. (5) Given the product [CH2:1]([O:8][N:9]1[C:14]2[N:15]=[C:16]([C:19]([F:22])([F:21])[F:20])[N:17]=[CH:18][C:13]=2[C:12]([OH:23])=[CH:11][C:10]1=[O:29])[C:2]1[CH:3]=[CH:4][CH:5]=[CH:6][CH:7]=1, predict the reactants needed to synthesize it. The reactants are: [CH2:1]([O:8][N:9]1[C:14]2[N:15]=[C:16]([C:19]([F:22])([F:21])[F:20])[N:17]=[CH:18][C:13]=2[C:12]([OH:23])=[C:11](C(OCC)=O)[C:10]1=[O:29])[C:2]1[CH:7]=[CH:6][CH:5]=[CH:4][CH:3]=1.Cl.O1CCOCC1.C(OCC)(=O)C.